This data is from Catalyst prediction with 721,799 reactions and 888 catalyst types from USPTO. The task is: Predict which catalyst facilitates the given reaction. (1) Reactant: Cl[CH2:2][CH2:3][N:4]=[C:5]=[S:6].[Cl:7][C:8]1[C:15]([Cl:16])=[CH:14][CH:13]=[CH:12][C:9]=1[CH2:10][NH2:11].[OH-].[Na+]. Product: [Cl:7][C:8]1[C:15]([Cl:16])=[CH:14][CH:13]=[CH:12][C:9]=1[CH2:10][NH:11][C:5]1[S:6][CH2:2][CH2:3][N:4]=1. The catalyst class is: 27. (2) Reactant: C(OC([NH:8][C@@H:9]([CH2:14][C:15]1[CH:20]=[CH:19][CH:18]=[CH:17][CH:16]=1)[C:10](=[O:13])[CH2:11][Cl:12])=O)(C)(C)C.Cl. Product: [Cl-:12].[Cl:12][CH2:11][C:10](=[O:13])[C@@H:9]([NH3+:8])[CH2:14][C:15]1[CH:20]=[CH:19][CH:18]=[CH:17][CH:16]=1. The catalyst class is: 25. (3) Reactant: I[C:2]1[C:3]2[CH:10]=[CH:9][N:8]([S:11]([C:14]3[CH:19]=[CH:18][C:17]([CH3:20])=[CH:16][CH:15]=3)(=[O:13])=[O:12])[C:4]=2[N:5]=[CH:6][N:7]=1.C([Sn](CCCC)(CCCC)[C:26]([O:28][CH2:29][CH3:30])=[CH2:27])CCC. Product: [CH2:29]([O:28][C:26]([C:2]1[C:3]2[CH:10]=[CH:9][N:8]([S:11]([C:14]3[CH:19]=[CH:18][C:17]([CH3:20])=[CH:16][CH:15]=3)(=[O:13])=[O:12])[C:4]=2[N:5]=[CH:6][N:7]=1)=[CH2:27])[CH3:30]. The catalyst class is: 11. (4) Reactant: [N:1]1(C(OCC2C=CC=CC=2)=O)[CH2:6][CH2:5][N:4]([C:7]([O:9][C:10]([CH3:13])([CH3:12])[CH3:11])=[O:8])[CH2:3][CH:2]1[C:14]([O:16][CH3:17])=[O:15]. Product: [N:4]1([C:7]([O:9][C:10]([CH3:13])([CH3:12])[CH3:11])=[O:8])[CH2:5][CH2:6][NH:1][CH:2]([C:14]([O:16][CH3:17])=[O:15])[CH2:3]1. The catalyst class is: 19. (5) Reactant: [C:1]1([S:7]([N:10]2[C:14]3=[N:15][CH:16]=[C:17]([N+:20]([O-:22])=[O:21])[C:18](Cl)=[C:13]3[CH:12]=[CH:11]2)(=[O:9])=[O:8])[CH:6]=[CH:5][CH:4]=[CH:3][CH:2]=1.[C:23]([O:27][C:28]([N:30]1[CH2:36][CH2:35][CH2:34][CH2:33][CH:32]([NH2:37])[CH2:31]1)=[O:29])([CH3:26])([CH3:25])[CH3:24].C(N(C(C)C)CC)(C)C. Product: [C:23]([O:27][C:28]([N:30]1[CH2:36][CH2:35][CH2:34][CH2:33][CH:32]([NH:37][C:18]2[C:17]([N+:20]([O-:22])=[O:21])=[CH:16][N:15]=[C:14]3[N:10]([S:7]([C:1]4[CH:6]=[CH:5][CH:4]=[CH:3][CH:2]=4)(=[O:9])=[O:8])[CH:11]=[CH:12][C:13]=23)[CH2:31]1)=[O:29])([CH3:26])([CH3:24])[CH3:25]. The catalyst class is: 41.